This data is from Full USPTO retrosynthesis dataset with 1.9M reactions from patents (1976-2016). The task is: Predict the reactants needed to synthesize the given product. Given the product [CH3:1][O:2][C:3]([C:5]1[S:6][C:7]([C:31]#[C:30][C:29]([CH3:33])([CH3:32])[CH3:28])=[CH:8][C:9]=1[N:10]([C@H:20]1[CH2:25][CH2:24][C@H:23]([OH:26])[CH2:22][CH2:21]1)[C:11]([C@H:13]1[CH2:18][CH2:17][C@H:16]([CH3:19])[CH2:15][CH2:14]1)=[O:12])=[O:4], predict the reactants needed to synthesize it. The reactants are: [CH3:1][O:2][C:3]([C:5]1[S:6][C:7](Br)=[CH:8][C:9]=1[N:10]([C@H:20]1[CH2:25][CH2:24][C@H:23]([OH:26])[CH2:22][CH2:21]1)[C:11]([C@H:13]1[CH2:18][CH2:17][C@H:16]([CH3:19])[CH2:15][CH2:14]1)=[O:12])=[O:4].[CH3:28][C:29]([CH3:33])([CH3:32])[C:30]#[CH:31].